This data is from Forward reaction prediction with 1.9M reactions from USPTO patents (1976-2016). The task is: Predict the product of the given reaction. (1) Given the reactants [C:1]([N:5]1[C:9]2=[N:10][C:11]([C:35]3[CH:40]=[CH:39][C:38]([OH:41])=[CH:37][C:36]=3[F:42])=[C:12]([C:33]#[N:34])[C:13]([C:14]3[CH:19]=[CH:18][C:17]([N:20]4[CH2:25][CH2:24][N:23]([C:26]([O:28][C:29]([CH3:32])([CH3:31])[CH3:30])=[O:27])[CH2:22][CH2:21]4)=[CH:16][CH:15]=3)=[C:8]2[C:7]([CH3:43])=[N:6]1)([CH3:4])([CH3:3])[CH3:2].C(N(CC)CC)C.[C:51](Cl)(=[O:58])[C:52]1[CH:57]=[CH:56][CH:55]=[CH:54][CH:53]=1, predict the reaction product. The product is: [C:51]([O:41][C:38]1[CH:39]=[CH:40][C:35]([C:11]2[N:10]=[C:9]3[N:5]([C:1]([CH3:2])([CH3:3])[CH3:4])[N:6]=[C:7]([CH3:43])[C:8]3=[C:13]([C:14]3[CH:15]=[CH:16][C:17]([N:20]4[CH2:21][CH2:22][N:23]([C:26]([O:28][C:29]([CH3:32])([CH3:31])[CH3:30])=[O:27])[CH2:24][CH2:25]4)=[CH:18][CH:19]=3)[C:12]=2[C:33]#[N:34])=[C:36]([F:42])[CH:37]=1)(=[O:58])[C:52]1[CH:57]=[CH:56][CH:55]=[CH:54][CH:53]=1. (2) Given the reactants [NH2:1][C:2]1[C:11]2[N:12]=[C:13]([CH2:20][O:21][CH2:22][CH3:23])[N:14]([CH2:15][C:16]([CH3:19])(O)[CH3:17])[C:10]=2[C:9]2[N:8]=[CH:7][CH:6]=[CH:5][C:4]=2[N:3]=1.S(Cl)([Cl:26])=O, predict the reaction product. The product is: [ClH:26].[CH2:22]([O:21][CH2:20][C:13]1[N:14]2[C:10]3[C:9]4[N:8]([C:16]([CH3:19])([CH3:17])[CH2:15]2)[CH2:7][CH2:6][CH2:5][C:4]=4[N:3]=[C:2]([NH2:1])[C:11]=3[N:12]=1)[CH3:23]. (3) Given the reactants [OH:1][C@@:2]1([CH2:9][NH:10][C:11]([C:13]2[C:14]3[CH:15]=[CH:16][C:17](Cl)=[N:18][C:19]=3[CH:20]=[CH:21][C:22]=2[Cl:23])=[O:12])[CH2:7][CH2:6][CH2:5][C@H:4]([CH3:8])[CH2:3]1.CCN(C(C)C)C(C)C.[CH2:34]([N:36]([CH2:42][CH3:43])[CH:37]1[CH2:41][CH2:40][NH:39][CH2:38]1)[CH3:35], predict the reaction product. The product is: [OH:1][C@@:2]1([CH2:9][NH:10][C:11]([C:13]2[C:14]3[CH:15]=[CH:16][C:17]([N:39]4[CH2:40][CH2:41][CH:37]([N:36]([CH2:42][CH3:43])[CH2:34][CH3:35])[CH2:38]4)=[N:18][C:19]=3[CH:20]=[CH:21][C:22]=2[Cl:23])=[O:12])[CH2:7][CH2:6][CH2:5][C@H:4]([CH3:8])[CH2:3]1. (4) Given the reactants [CH3:1][O:2][C:3]([C:5]1[CH:6]=[C:7]([CH:13]=[CH:14][CH:15]=1)[O:8][CH2:9][C:10]([OH:12])=O)=[O:4].[NH2:16][CH2:17][C@@H:18]([OH:36])[CH2:19][N:20]1[CH2:25][CH2:24][CH:23]([O:26][C:27]2[CH:32]=[CH:31][C:30]([Cl:33])=[C:29]([Cl:34])[C:28]=2[CH3:35])[CH2:22][CH2:21]1, predict the reaction product. The product is: [Cl:34][C:29]1[C:28]([CH3:35])=[C:27]([CH:32]=[CH:31][C:30]=1[Cl:33])[O:26][CH:23]1[CH2:22][CH2:21][N:20]([CH2:19][C@H:18]([OH:36])[CH2:17][NH:16][C:10](=[O:12])[CH2:9][O:8][C:7]2[CH:6]=[C:5]([CH:15]=[CH:14][CH:13]=2)[C:3]([O:2][CH3:1])=[O:4])[CH2:25][CH2:24]1. (5) The product is: [CH3:30][C:27]1[N:26]=[C:25]([CH2:24][N:16]2[N:15]=[CH:14][C:13]3[C:18](=[CH:19][C:10]([C:7]4[CH:8]=[CH:9][C:4]([O:3][C:2]([F:1])([F:21])[F:22])=[CH:5][CH:6]=4)=[CH:11][CH:12]=3)[C:17]2=[O:20])[O:29][N:28]=1. Given the reactants [F:1][C:2]([F:22])([F:21])[O:3][C:4]1[CH:9]=[CH:8][C:7]([C:10]2[CH:19]=[C:18]3[C:13]([CH:14]=[N:15][NH:16][C:17]3=[O:20])=[CH:12][CH:11]=2)=[CH:6][CH:5]=1.Cl[CH2:24][C:25]1[O:29][N:28]=[C:27]([CH3:30])[N:26]=1.C(=O)([O-])[O-].[K+].[K+].CN(C=O)C, predict the reaction product. (6) Given the reactants [CH2:1]([CH:3]([CH2:17][CH3:18])[CH2:4][C@H:5]([O:7][C:8](=[O:16])[C:9]1[CH:14]=[CH:13][C:12](I)=[CH:11][CH:10]=1)[CH3:6])[CH3:2].[CH2:19]([OH:22])[C:20]#[CH:21], predict the reaction product. The product is: [CH2:1]([CH:3]([CH2:17][CH3:18])[CH2:4][C@H:5]([O:7][C:8](=[O:16])[C:9]1[CH:14]=[CH:13][C:12]([C:21]#[C:20][CH2:19][OH:22])=[CH:11][CH:10]=1)[CH3:6])[CH3:2]. (7) Given the reactants [H-].[Na+].Cl[C:4]1[C:5]([CH3:15])=[C:6]([CH3:14])[C:7]2[N:8]([C:10]([NH2:13])=[N:11][N:12]=2)[N:9]=1.[CH:16]([OH:19])([CH3:18])[CH3:17], predict the reaction product. The product is: [CH:16]([O:19][C:4]1[C:5]([CH3:15])=[C:6]([CH3:14])[C:7]2[N:8]([C:10]([NH2:13])=[N:11][N:12]=2)[N:9]=1)([CH3:18])[CH3:17].